From a dataset of Reaction yield outcomes from USPTO patents with 853,638 reactions. Predict the reaction yield, written as a fraction of the theoretical maximum amount of product (1.0 means a 100% yield; for example, 0.34 means a 34% yield). The product is [CH:24]1([N:22]([CH2:21][C:17]2[CH:16]=[C:15]([C:14]#[C:13][C:10]3[CH:11]=[CH:12][C:7]([CH:6]=[C:5]([CH3:27])[C:4]([OH:28])=[O:3])=[CH:8][CH:9]=3)[CH:20]=[CH:19][CH:18]=2)[CH3:23])[CH2:25][CH2:26]1. The yield is 0.830. The catalyst is C(O)C.O1CCCC1. The reactants are C([O:3][C:4](=[O:28])[C:5]([CH3:27])=[CH:6][C:7]1[CH:12]=[CH:11][C:10]([C:13]#[C:14][C:15]2[CH:20]=[CH:19][CH:18]=[C:17]([CH2:21][N:22]([CH:24]3[CH2:26][CH2:25]3)[CH3:23])[CH:16]=2)=[CH:9][CH:8]=1)C.[OH-].[K+].